From a dataset of Reaction yield outcomes from USPTO patents with 853,638 reactions. Predict the reaction yield, written as a fraction of the theoretical maximum amount of product (1.0 means a 100% yield; for example, 0.34 means a 34% yield). (1) The reactants are [C:1]1([C:27]2[CH:32]=[CH:31][CH:30]=[CH:29][CH:28]=2)[CH:6]=[CH:5][C:4]([C:7]([N:9]2[CH2:13][C:12](=[N:14][O:15][CH3:16])[CH2:11][C@H:10]2[C:17]2[O:21][N:20]=[C:19]([C:22](OCC)=[O:23])[N:18]=2)=[O:8])=[CH:3][CH:2]=1.[Li+].[OH-].CCN=C=[N:39][CH2:40][CH2:41][CH2:42][N:43]([CH3:45])[CH3:44].Cl.CN(C)CCCN. The catalyst is C1COCC1.C(Cl)Cl.O. The product is [C:1]1([C:27]2[CH:28]=[CH:29][CH:30]=[CH:31][CH:32]=2)[CH:2]=[CH:3][C:4]([C:7]([N:9]2[CH2:13][C:12](=[N:14][O:15][CH3:16])[CH2:11][C@H:10]2[C:17]2[O:21][N:20]=[C:19]([C:22]([NH:39][CH2:40][CH2:41][CH2:42][N:43]([CH3:45])[CH3:44])=[O:23])[N:18]=2)=[O:8])=[CH:5][CH:6]=1. The yield is 0.560. (2) The reactants are Cl[C:2]1[CH:3]=[C:4]([C:22]([NH2:24])=[O:23])[C:5]([O:8][C:9]2[CH:14]=[CH:13][C:12]([O:15][C:16]3[CH:21]=[CH:20][CH:19]=[CH:18][CH:17]=3)=[CH:11][CH:10]=2)=[N:6][CH:7]=1.CC1(C)OB([C:31]2[CH2:32][N:33]([C:36](OC(C)(C)C)=O)[CH2:34][CH:35]=2)OC1(C)C.Cl.[N:47]#CBr. The catalyst is CO.[Pd]. The product is [C:36]([N:33]1[CH2:34][CH2:35][CH:31]([C:2]2[CH:3]=[C:4]([C:22]([NH2:24])=[O:23])[C:5]([O:8][C:9]3[CH:14]=[CH:13][C:12]([O:15][C:16]4[CH:21]=[CH:20][CH:19]=[CH:18][CH:17]=4)=[CH:11][CH:10]=3)=[N:6][CH:7]=2)[CH2:32]1)#[N:47]. The yield is 0.130. (3) The reactants are [Br:1][C:2]1[CH:3]=[C:4]([C:8]2(C3C=CN=CC=3)[C:16]3[C:11](=[CH:12][CH:13]=[C:14]([Cl:17])[CH:15]=3)[C:10]([NH2:18])=[N:9]2)[CH:5]=[CH:6][CH:7]=1.[CH3:25][C:26]([S:29](N)=[O:30])([CH3:28])[CH3:27].C(=O)(O)[O-].[Na+]. The catalyst is CO.C(OCC)(=O)C.[O-]CC.[Ti+4].[O-]CC.[O-]CC.[O-]CC. The product is [Br:1][C:2]1[CH:3]=[C:4](/[C:8](/[C:16]2[CH:15]=[C:14]([Cl:17])[CH:13]=[CH:12][C:11]=2[C:10]#[N:18])=[N:9]\[S:29]([C:26]([CH3:28])([CH3:27])[CH3:25])=[O:30])[CH:5]=[CH:6][CH:7]=1. The yield is 0.700. (4) The reactants are [OH:1][NH:2][C:3](=[O:22])[CH:4]=[CH:5][CH2:6][CH2:7][CH2:8][CH2:9][CH:10]([OH:21])[C:11]1[CH:20]=[CH:19][C:18]2[C:13](=[CH:14][CH:15]=[CH:16][CH:17]=2)[CH:12]=1.[BH4-].[Na+]. The catalyst is CO. The product is [OH:1][NH:2][C:3](=[O:22])[CH2:4][CH2:5][CH2:6][CH2:7][CH2:8][CH2:9][CH:10]([OH:21])[C:11]1[CH:20]=[CH:19][C:18]2[C:13](=[CH:14][CH:15]=[CH:16][CH:17]=2)[CH:12]=1. The yield is 0.460.